Dataset: Full USPTO retrosynthesis dataset with 1.9M reactions from patents (1976-2016). Task: Predict the reactants needed to synthesize the given product. (1) Given the product [C:19]([O:18][C:16](=[O:17])[N:2]([CH2:3][CH:4]([OH:7])[CH2:5][OH:6])[CH3:1])([CH3:20])([CH3:21])[CH3:22], predict the reactants needed to synthesize it. The reactants are: [CH3:1][NH:2][CH2:3][CH:4]([OH:7])[CH2:5][OH:6].[C:16](O[C:16]([O:18][C:19]([CH3:22])([CH3:21])[CH3:20])=[O:17])([O:18][C:19]([CH3:22])([CH3:21])[CH3:20])=[O:17]. (2) Given the product [Cl:12][C:13]1[CH:38]=[CH:37][C:16]2[C:17](=[O:36])[N:18]=[C:19]([C:21]3[N:26]=[C:25]([CH2:27][CH2:28][C:29]([O-:31])=[O:30])[CH:24]=[C:23]([S:32]([CH3:35])(=[O:33])=[O:34])[CH:22]=3)[S:20][C:15]=2[CH:14]=1.[Na+:11], predict the reactants needed to synthesize it. The reactants are: C(C(CCCC)C([O-])=O)C.[Na+:11].[Cl:12][C:13]1[CH:38]=[CH:37][C:16]2[C:17](=[O:36])[N:18]=[C:19]([C:21]3[N:26]=[C:25]([CH2:27][CH2:28][C:29]([OH:31])=[O:30])[CH:24]=[C:23]([S:32]([CH3:35])(=[O:34])=[O:33])[CH:22]=3)[S:20][C:15]=2[CH:14]=1. (3) Given the product [F:1][C:2]([F:7])([F:6])[C:3]([OH:5])=[O:4].[Cl:15][C:16]1[CH:17]=[N:18][C:19]2[NH:20][C:21]3[CH:22]=[CH:23][CH:24]=[C:25]([CH:47]=3)[CH2:26][CH2:27][C:28]3[CH:36]=[C:32]([NH:33][C:34]=1[N:35]=2)[CH:31]=[CH:30][C:29]=3[NH:37][C:38](=[O:46])[CH2:39][CH:40]1[CH2:45][CH2:44][N:43]([C:49]([NH:48][CH:51]2[CH2:55][CH2:54][CH2:53][CH2:52]2)=[O:50])[CH2:42][CH2:41]1, predict the reactants needed to synthesize it. The reactants are: [F:1][C:2]([F:7])([F:6])[C:3]([OH:5])=[O:4].FC(F)(F)C(O)=O.[Cl:15][C:16]1[CH:17]=[N:18][C:19]2[NH:20][C:21]3[CH:22]=[CH:23][CH:24]=[C:25]([CH:47]=3)[CH2:26][CH2:27][C:28]3[CH:36]=[C:32]([NH:33][C:34]=1[N:35]=2)[CH:31]=[CH:30][C:29]=3[NH:37][C:38](=[O:46])[CH2:39][CH:40]1[CH2:45][CH2:44][NH:43][CH2:42][CH2:41]1.[N:48]([CH:51]1[CH2:55][CH2:54][CH2:53][CH2:52]1)=[C:49]=[O:50]. (4) Given the product [NH2:13][C:12]1[N:11]=[CH:10][N:9]=[C:8]2[N:4]([CH2:3][C@H:2]([NH:1][C:32](=[O:33])[CH2:31][C:29]#[N:30])[CH3:28])[N:5]=[C:6]([C:14]3[CH:19]=[CH:18][C:17]([O:20][C:21]4[CH:22]=[CH:23][CH:24]=[CH:25][CH:26]=4)=[CH:16][C:15]=3[F:27])[C:7]=12, predict the reactants needed to synthesize it. The reactants are: [NH2:1][C@H:2]([CH3:28])[CH2:3][N:4]1[C:8]2=[N:9][CH:10]=[N:11][C:12]([NH2:13])=[C:7]2[C:6]([C:14]2[CH:19]=[CH:18][C:17]([O:20][C:21]3[CH:26]=[CH:25][CH:24]=[CH:23][CH:22]=3)=[CH:16][C:15]=2[F:27])=[N:5]1.[C:29]([CH2:31][C:32](O)=[O:33])#[N:30].CN(C(ON1N=NC2C=CC=NC1=2)=[N+](C)C)C.F[P-](F)(F)(F)(F)F. (5) Given the product [F:1][C:2]1[CH:7]=[C:6]([I:8])[CH:5]=[CH:4][C:3]=1[NH:9][C:10]1[CH:18]=[N:17][CH:16]=[CH:15][C:11]=1[C:12]([NH:27][NH:26][C:24](=[O:25])[C:23]1[CH:28]=[CH:29][CH:30]=[C:21]([O:20][CH3:19])[CH:22]=1)=[O:14], predict the reactants needed to synthesize it. The reactants are: [F:1][C:2]1[CH:7]=[C:6]([I:8])[CH:5]=[CH:4][C:3]=1[NH:9][C:10]1[CH:18]=[N:17][CH:16]=[CH:15][C:11]=1[C:12]([OH:14])=O.[CH3:19][O:20][C:21]1[CH:22]=[C:23]([CH:28]=[CH:29][CH:30]=1)[C:24]([NH:26][NH2:27])=[O:25]. (6) The reactants are: [CH2:1]([C:9]1[CH:14]=[CH:13][C:12]([N:15]2[CH2:20][CH2:19][N:18]([CH2:21][C:22]([O:24]C(C)(C)C)=[O:23])[CH2:17][CH2:16]2)=[CH:11][CH:10]=1)[CH2:2][CH2:3][CH2:4][CH2:5][CH2:6][CH2:7][CH3:8]. Given the product [CH2:1]([C:9]1[CH:14]=[CH:13][C:12]([N:15]2[CH2:20][CH2:19][N:18]([CH2:21][C:22]([OH:24])=[O:23])[CH2:17][CH2:16]2)=[CH:11][CH:10]=1)[CH2:2][CH2:3][CH2:4][CH2:5][CH2:6][CH2:7][CH3:8], predict the reactants needed to synthesize it. (7) Given the product [Br:1][C:2]1[CH:3]=[C:4]2[C:9](=[CH:10][CH:11]=1)[N:8]=[C:7]([CH3:12])[C:6]([S:13]([CH3:16])(=[O:15])=[O:14])=[C:5]2[Cl:30], predict the reactants needed to synthesize it. The reactants are: [Br:1][C:2]1[CH:3]=[C:4]2[C:9](=[CH:10][CH:11]=1)[N:8]=[C:7]([CH3:12])[C:6]([S:13]([CH3:16])(=[O:15])=[O:14])=[C:5]2O.CN(C)C1C=CC(C)=CC=1.P(Cl)(Cl)([Cl:30])=O.